This data is from CYP2C19 inhibition data for predicting drug metabolism from PubChem BioAssay. The task is: Regression/Classification. Given a drug SMILES string, predict its absorption, distribution, metabolism, or excretion properties. Task type varies by dataset: regression for continuous measurements (e.g., permeability, clearance, half-life) or binary classification for categorical outcomes (e.g., BBB penetration, CYP inhibition). Dataset: cyp2c19_veith. The compound is CCOc1ccc(Cc2nccc3cc(OCC)c(OCC)cc23)cc1OCC. The result is 0 (non-inhibitor).